The task is: Binary Classification. Given a miRNA mature sequence and a target amino acid sequence, predict their likelihood of interaction.. This data is from Experimentally validated miRNA-target interactions with 360,000+ pairs, plus equal number of negative samples. (1) The miRNA is hsa-let-7f-5p with sequence UGAGGUAGUAGAUUGUAUAGUU. The protein sequence of the target gene is MNSLEQAEDLKAFERRLTEYIHCLQPATGRWRMLLIVVSVCTATGAWNWLIDPETQKVSFFTSLWNHPFFTISCITLIGLFFAGIHKRVVAPSIIAARCRTVLAEYNMSCDDTGKLILKPRPHVQ. Result: 1 (interaction). (2) The miRNA is rno-miR-15b-5p with sequence UAGCAGCACAUCAUGGUUUACA. The protein sequence of the target gene is MAWDLKVKMLGGNDFLVSVTNSMTVSELKKQIAQKIGVPAFQQRLAHQTAVLQDGLTLSSLGLGPSSTVMLVVQNCSEPLSILVRNERGHSNIYEVFLTQTVDTLKKKVSQREQVHEDQFWLSFEGRPMEDKELLGEYGLKPQCTVIKHLRLRGGGGDQCA. Result: 0 (no interaction). (3) The miRNA is mmu-miR-3092-3p with sequence GAAUGGGGCUGUUUCCCCUCC. The protein sequence of the target gene is MFSAWDRRERPPEEGAAAGLQGFGVDKTFLSSLKGILLETELALTFIIFICFTASISAYMAAALLEFLITLAFLFLCATQYYQRFDRLNWPCLDFLRCLSAIVIFLVVSFAAVTSREGAAIAAFVFGIILVSVFAYDAFKIYRTELMPSTTEGDQQ. Result: 0 (no interaction). (4) The protein sequence of the target gene is MSALTPPTDMPTPTTDKITQAAMETIYLCKFRVSMDGEWLCLRELDDISLTPDPEPTHEDPNYLMANERMNLMNMAKLSIKGLIESALNLGRTLDSDYAPLQQFFVVMEHCLKHGLKAKKTFLGQNKSFWGPLELVEKLVPEAAEITASVKDLPGLKTPVGRGRAWLRLALMQKKLSEYMKALINKKELLSEFYEVNALMMEEEGAIIAGLLVGLNVIDANFCMKGEDLDSQVGVIDFSMYLKDGNSSKGSEGDGQITAILDQKNYVEELNRHLNATVNNLQTKVDLLEKSNTKLTEELA.... Result: 0 (no interaction). The miRNA is mmu-miR-1b-5p with sequence UACAUACUUCUUUACAUUCCA. (5) The miRNA is hsa-miR-454-3p with sequence UAGUGCAAUAUUGCUUAUAGGGU. The protein sequence of the target gene is MAPQMYEFHLPLSPEELLKSGGVNQYVVQEVLSIKHLPPQLRAFQAAFRAQGPLAMLQHFDTIYSILHHFRSIDPGLKEDTLQFLIKVVSRHSQELPAILDDTTLSGSDRNAHLNALKMNCYALIRLLESFETMASQTNLVDLDLGGKGKKARTKAAHGFDWEEERQPILQLLTQLLQLDIRHLWNHSIIEEEFVSLVTGCCYRLLENPTINHQKNRPTREAITHLLGVALTRYNHMLSATVKIIQMLQHFEHLAPVLVAAVSLWATDYGMKSIVGEIVREIGQKCPQELSRDPSGTKGF.... Result: 1 (interaction).